This data is from Full USPTO retrosynthesis dataset with 1.9M reactions from patents (1976-2016). The task is: Predict the reactants needed to synthesize the given product. (1) Given the product [Cl:13][C:14]1[CH:21]=[C:20]([Cl:22])[CH:19]=[CH:18][C:15]=1[C:16](=[NH:17])[NH:6][C:5]1[CH:7]=[CH:8][C:2]([Cl:1])=[CH:3][CH:4]=1, predict the reactants needed to synthesize it. The reactants are: [Cl:1][C:2]1[CH:8]=[CH:7][C:5]([NH2:6])=[CH:4][CH:3]=1.CC[Mg+].[Br-].[Cl:13][C:14]1[CH:21]=[C:20]([Cl:22])[CH:19]=[CH:18][C:15]=1[C:16]#[N:17]. (2) Given the product [C:10]([O:9][C:7](=[O:8])[NH:1][C@@H:2]([CH3:3])[CH2:4][OH:5])([CH3:13])([CH3:11])[CH3:12], predict the reactants needed to synthesize it. The reactants are: [NH:1]([C:7]([O:9][C:10]([CH3:13])([CH3:12])[CH3:11])=[O:8])[C@@H:2]([C:4](O)=[O:5])[CH3:3].B.C1COCC1. (3) Given the product [C:33]([O:37][C:38](=[O:47])[N:39]([CH2:40][C@@H:41]1[CH2:45][CH2:44][CH2:43][N:42]1[CH2:31][C:3]1[C:2]([Cl:1])=[C:11]2[C:6]([C:7](=[O:26])[N:8]([CH2:13][C:14]3[CH:19]=[C:18]([Cl:20])[CH:17]=[CH:16][C:15]=3[S:21]([CH2:24][CH3:25])(=[O:22])=[O:23])[C:9](=[O:12])[NH:10]2)=[CH:5][C:4]=1[C:27]([F:29])([F:30])[F:28])[CH3:46])([CH3:36])([CH3:35])[CH3:34], predict the reactants needed to synthesize it. The reactants are: [Cl:1][C:2]1[C:3]([CH:31]=O)=[C:4]([C:27]([F:30])([F:29])[F:28])[CH:5]=[C:6]2[C:11]=1[NH:10][C:9](=[O:12])[N:8]([CH2:13][C:14]1[CH:19]=[C:18]([Cl:20])[CH:17]=[CH:16][C:15]=1[S:21]([CH2:24][CH3:25])(=[O:23])=[O:22])[C:7]2=[O:26].[C:33]([O:37][C:38](=[O:47])[N:39]([CH3:46])[CH2:40][C@@H:41]1[CH2:45][CH2:44][CH2:43][NH:42]1)([CH3:36])([CH3:35])[CH3:34]. (4) Given the product [C:22]([NH:12][C:11]([NH:13][C:22]([O:24][C:25]([CH3:26])([CH3:27])[CH3:28])=[O:23])=[N:10][C:3]([O:5][C:25]([CH3:28])([CH3:27])[CH3:26])=[O:6])([O:24][C:25]([CH3:28])([CH3:27])[CH3:26])=[O:1], predict the reactants needed to synthesize it. The reactants are: [OH-:1].[K+].[C:3](=[O:6])([O-:5])[O-].[Na+].[Na+].Cl.[NH2:10][C:11]([NH2:13])=[NH:12].[C:25]([O:24][C:22](O[C:22]([O:24][C:25]([CH3:28])([CH3:27])[CH3:26])=[O:23])=[O:23])([CH3:28])([CH3:27])[CH3:26]. (5) Given the product [C:25]([NH:29][S:30]([C:33]1[S:34][C:35]([C:20]2[CH:19]=[C:18]([C:10]3[N:9]=[C:8]([C:5]4[CH:4]=[CH:3][C:2]([Cl:1])=[CH:7][CH:6]=4)[CH:13]=[C:12]([C:14]([F:16])([F:15])[F:17])[N:11]=3)[CH:23]=[CH:22][N:21]=2)=[CH:36][CH:37]=1)(=[O:31])=[O:32])([CH3:28])([CH3:26])[CH3:27], predict the reactants needed to synthesize it. The reactants are: [Cl:1][C:2]1[CH:7]=[CH:6][C:5]([C:8]2[CH:13]=[C:12]([C:14]([F:17])([F:16])[F:15])[N:11]=[C:10]([C:18]3[CH:23]=[CH:22][N:21]=[C:20](Cl)[CH:19]=3)[N:9]=2)=[CH:4][CH:3]=1.[C:25]([NH:29][S:30]([C:33]1[S:34][C:35](B2OC(C)(C)C(C)(C)O2)=[CH:36][CH:37]=1)(=[O:32])=[O:31])([CH3:28])([CH3:27])[CH3:26]. (6) Given the product [C:1]([O:14][C@H:15]([CH2:63][O:64][C:65](=[O:77])[CH2:66][CH2:67][CH2:68][CH2:69][CH2:70][CH2:71][CH2:72][CH2:73][CH2:74][CH2:75][CH3:76])[CH2:16][S:17][CH2:18][C@H:19]([NH2:62])[C:20](=[O:61])[NH:21][CH2:22][CH2:23][CH2:24][O:25][CH2:26][CH2:27][O:28][CH2:29][CH2:30][O:31][CH2:32][CH2:33][CH2:34][NH:35][C:36](=[O:60])[CH:37]([NH2:59])[CH2:38][SH:39])(=[O:13])[CH2:2][CH2:3][CH2:4][CH2:5][CH2:6][CH2:7][CH2:8][CH2:9][CH2:10][CH2:11][CH3:12], predict the reactants needed to synthesize it. The reactants are: [C:1]([O:14][C@H:15]([CH2:63][O:64][C:65](=[O:77])[CH2:66][CH2:67][CH2:68][CH2:69][CH2:70][CH2:71][CH2:72][CH2:73][CH2:74][CH2:75][CH3:76])[CH2:16][S:17][CH2:18][C@H:19]([NH2:62])[C:20](=[O:61])[NH:21][CH2:22][CH2:23][CH2:24][O:25][CH2:26][CH2:27][O:28][CH2:29][CH2:30][O:31][CH2:32][CH2:33][CH2:34][NH:35][C:36](=[O:60])[CH:37]([NH2:59])[CH2:38][S:39]C(C1C=CC=CC=1)(C1C=CC=CC=1)C1C=CC=CC=1)(=[O:13])[CH2:2][CH2:3][CH2:4][CH2:5][CH2:6][CH2:7][CH2:8][CH2:9][CH2:10][CH2:11][CH3:12].C([SiH](C(C)C)C(C)C)(C)C.